From a dataset of TCR-epitope binding with 47,182 pairs between 192 epitopes and 23,139 TCRs. Binary Classification. Given a T-cell receptor sequence (or CDR3 region) and an epitope sequence, predict whether binding occurs between them. (1) The epitope is SLYNTVATL. The TCR CDR3 sequence is CSDSNPIDEQYF. Result: 0 (the TCR does not bind to the epitope). (2) The TCR CDR3 sequence is CATSDAPGTGIPYEQYF. The epitope is CINGVCWTV. Result: 1 (the TCR binds to the epitope). (3) The epitope is HTTDPSFLGRY. The TCR CDR3 sequence is CASSLQGSGANVLTF. Result: 1 (the TCR binds to the epitope). (4) The epitope is FPPTSFGPL. The TCR CDR3 sequence is CASSRGDTQYF. Result: 0 (the TCR does not bind to the epitope). (5) The epitope is RLRAEAQVK. The TCR CDR3 sequence is CATSDRLAGGELFF. Result: 1 (the TCR binds to the epitope). (6) The epitope is LLWNGPMAV. The TCR CDR3 sequence is CSVSASGGDEQYF. Result: 0 (the TCR does not bind to the epitope). (7) The TCR CDR3 sequence is CASSRLVGDTQYF. The epitope is IVTDFSVIK. Result: 0 (the TCR does not bind to the epitope). (8) Result: 1 (the TCR binds to the epitope). The epitope is KRWIIMGLNK. The TCR CDR3 sequence is CASSLLGGGGEAFF. (9) The epitope is FLNGSCGSV. The TCR CDR3 sequence is CASSLGLAETQYF. Result: 1 (the TCR binds to the epitope).